Dataset: Reaction yield outcomes from USPTO patents with 853,638 reactions. Task: Predict the reaction yield, written as a fraction of the theoretical maximum amount of product (1.0 means a 100% yield; for example, 0.34 means a 34% yield). (1) The reactants are N([O-])=O.[Na+].[Br:5][C:6]1[CH:11]=[CH:10][C:9]([Br:12])=[CH:8][C:7]=1N.S([O-])([O-])(=O)=[O:15].[Na+].[Na+]. The catalyst is FC(F)(F)C(O)=O.S(=O)(=O)(O)O. The product is [Br:5][C:6]1[CH:11]=[CH:10][C:9]([Br:12])=[CH:8][C:7]=1[OH:15]. The yield is 0.410. (2) The reactants are Br[C:2]1[CH:3]=[CH:4][C:5]2[O:11][CH2:10][CH2:9][N:8]3[CH:12]=[C:13]([C:15]4[N:19]([C:20]5[CH:25]=[CH:24][CH:23]=[CH:22][C:21]=5[Cl:26])[N:18]=[CH:17][N:16]=4)[N:14]=[C:7]3[C:6]=2[CH:27]=1.[N:28]1[CH:33]=[C:32](B(O)O)[CH:31]=[N:30][CH:29]=1.C([O-])([O-])=O.[Cs+].[Cs+].O. The catalyst is O1CCOCC1.C1C=CC(P(C2C=CC=CC=2)[C-]2C=CC=C2)=CC=1.C1C=CC(P(C2C=CC=CC=2)[C-]2C=CC=C2)=CC=1.Cl[Pd]Cl.[Fe+2]. The product is [Cl:26][C:21]1[CH:22]=[CH:23][CH:24]=[CH:25][C:20]=1[N:19]1[C:15]([C:13]2[N:14]=[C:7]3[C:6]4[CH:27]=[C:2]([C:32]5[CH:33]=[N:28][CH:29]=[N:30][CH:31]=5)[CH:3]=[CH:4][C:5]=4[O:11][CH2:10][CH2:9][N:8]3[CH:12]=2)=[N:16][CH:17]=[N:18]1. The yield is 0.642. (3) The reactants are C([O:4][C@@H:5]1[O:22][C@H:21]([CH2:23][O:24][C:25](=[O:27])[CH3:26])[C@H:16]([O:17][C:18](=[O:20])[CH3:19])[C@H:11]([O:12][C:13](=[O:15])[CH3:14])[C@H:6]1[O:7][C:8](=[O:10])[CH3:9])(=O)C.[BrH:28]. The catalyst is C(Cl)Cl.CC(O)=O. The product is [Br:28][C:5]1([O:22][C@H:21]([CH2:23][O:24][C:25](=[O:27])[CH3:26])[C@H:16]([O:17][C:18](=[O:20])[CH3:19])[C@H:11]([O:12][C:13](=[O:15])[CH3:14])[C@H:6]1[O:7][C:8](=[O:10])[CH3:9])[OH:4]. The yield is 0.710. (4) The reactants are [C:1]([C:5]1[CH:10]=[C:9]([Br:11])[C:8]([N+:12]([O-:14])=[O:13])=[CH:7][C:6]=1[OH:15])([CH3:4])([CH3:3])[CH3:2].C([O-])([O-])=O.[Cs+].[Cs+].[CH2:22](Br)[C:23]1[CH:28]=[CH:27][CH:26]=[CH:25][CH:24]=1. The catalyst is CN(C=O)C.O. The product is [C:1]([C:5]1[CH:10]=[C:9]([Br:11])[C:8]([N+:12]([O-:14])=[O:13])=[CH:7][C:6]=1[O:15][CH2:22][C:23]1[CH:28]=[CH:27][CH:26]=[CH:25][CH:24]=1)([CH3:4])([CH3:2])[CH3:3]. The yield is 0.940. (5) The reactants are FC(F)(F)S(O[C:7]1[CH:12]=[C:11]([CH3:13])[C:10]([CH2:14][C:15]2[CH:20]=[CH:19][C:18]([O:21][CH2:22][O:23][CH3:24])=[C:17]([CH:25]([CH3:27])[CH3:26])[CH:16]=2)=[C:9]([CH3:28])[CH:8]=1)(=O)=O.[CH3:31][OH:32].C1(P(C(P(C2C=CC=CC=2)C2C=CC=CC=2)(C)C)C2C=CC=CC=2)C=CC=CC=1.CCN(CC)CC.Cl.CN([CH:73]=[O:74])C. The catalyst is CC([O-])=O.CC([O-])=O.[Pd+2]. The product is [CH3:13][C:11]1[CH:12]=[C:7]([CH:8]=[C:9]([CH3:28])[C:10]=1[CH2:14][C:15]1[CH:20]=[CH:19][C:18]([O:21][CH2:22][O:23][CH3:24])=[C:17]([CH:25]([CH3:27])[CH3:26])[CH:16]=1)[C:31]([O:74][CH3:73])=[O:32]. The yield is 0.923. (6) The reactants are [CH3:1][O:2][CH2:3][C:4]1([N:10]([C:15]2[CH:20]=[CH:19][CH:18]=[CH:17][CH:16]=2)[C:11](=[O:14])[CH2:12][CH3:13])[CH2:9][CH2:8][NH:7][CH2:6][CH2:5]1.CS(O[CH2:26][CH2:27][N:28]1[C:32](=[O:33])[N:31]([CH2:34][CH3:35])[N:30]=[N:29]1)(=O)=O.C(N(CC)CC)C.C(=O)([O-])[O-].[K+].[K+].[I-].[K+]. The catalyst is C(#N)C. The product is [CH2:27]([N:28]1[C:32](=[O:33])[N:31]([CH2:34][CH2:35][N:7]2[CH2:8][CH2:9][C:4]([N:10]([C:15]3[CH:16]=[CH:17][CH:18]=[CH:19][CH:20]=3)[C:11](=[O:14])[CH2:12][CH3:13])([CH2:3][O:2][CH3:1])[CH2:5][CH2:6]2)[N:30]=[N:29]1)[CH3:26]. The yield is 0.180. (7) The reactants are Cl[C:2]1[C:11]([C:12]([OH:14])=[O:13])=[CH:10][C:9]2[C:4](=[CH:5][CH:6]=[C:7]([Cl:15])[CH:8]=2)[N:3]=1.[NH2:16][C@H:17]([CH2:25][OH:26])[CH2:18][C:19]1[CH:24]=[CH:23][CH:22]=[CH:21][CH:20]=1. No catalyst specified. The product is [Cl:15][C:7]1[CH:8]=[C:9]2[C:4](=[CH:5][CH:6]=1)[N:3]=[C:2]([NH:16][C@H:17]([CH2:25][OH:26])[CH2:18][C:19]1[CH:20]=[CH:21][CH:22]=[CH:23][CH:24]=1)[C:11]([C:12]([OH:14])=[O:13])=[CH:10]2. The yield is 0.350. (8) The reactants are C[O:2][C:3]([C:5]1([CH2:10][CH2:11][N:12]([C:14]([O:16][C:17]([CH3:20])([CH3:19])[CH3:18])=[O:15])[CH3:13])[CH2:9][CH2:8][CH2:7][CH2:6]1)=[O:4].[Li+].[OH-]. The catalyst is C1COCC1.CO.O. The product is [CH3:19][C:17]([CH3:20])([O:16][C:14]([N:12]([CH3:13])[CH2:11][CH2:10][C:5]1([C:3]([OH:4])=[O:2])[CH2:6][CH2:7][CH2:8][CH2:9]1)=[O:15])[CH3:18]. The yield is 0.950. (9) The reactants are [CH3:1][O:2][C:3]1[CH:4]=[C:5]2[C:10](=[CH:11][C:12]=1[O:13][CH3:14])[N:9]=[CH:8][CH:7]=[C:6]2[O:15][C:16]1[CH:22]=[CH:21][C:19]([NH2:20])=[C:18]([N+:23]([O-:25])=[O:24])[CH:17]=1.C(N(CC)CC)C.ClC(Cl)(O[C:37](=[O:43])OC(Cl)(Cl)Cl)Cl.[CH2:45]([N:47]([C:51]1[CH:56]=[CH:55][CH:54]=[C:53]([CH3:57])[CH:52]=1)[CH2:48][CH2:49][NH2:50])[CH3:46]. The product is [CH3:1][O:2][C:3]1[CH:4]=[C:5]2[C:10](=[CH:11][C:12]=1[O:13][CH3:14])[N:9]=[CH:8][CH:7]=[C:6]2[O:15][C:16]1[CH:22]=[CH:21][C:19]([NH:20][C:37]([NH:50][CH2:49][CH2:48][N:47]([CH2:45][CH3:46])[C:51]2[CH:56]=[CH:55][CH:54]=[C:53]([CH3:57])[CH:52]=2)=[O:43])=[C:18]([N+:23]([O-:25])=[O:24])[CH:17]=1. The yield is 0.640. The catalyst is C(Cl)(Cl)Cl.O.